Dataset: Forward reaction prediction with 1.9M reactions from USPTO patents (1976-2016). Task: Predict the product of the given reaction. (1) Given the reactants Br[C:2]1[C:11]([F:12])=[C:10]2[C:5]([C:6]([N:13]3[CH2:18][CH2:17][N:16]([C:19]([O:21][C:22]([CH3:25])([CH3:24])[CH3:23])=[O:20])[CH2:15][CH2:14]3)=[N:7][CH:8]=[N:9]2)=[CH:4][C:3]=1[Cl:26].[F:27][C:28]1[CH:33]=[CH:32][CH:31]=[C:30]([O:34][CH3:35])[C:29]=1B(O)O.C([O-])([O-])=O.[Na+].[Na+], predict the reaction product. The product is: [C:22]([O:21][C:19]([N:16]1[CH2:17][CH2:18][N:13]([C:6]2[C:5]3[C:10](=[C:11]([F:12])[C:2]([C:29]4[C:30]([O:34][CH3:35])=[CH:31][CH:32]=[CH:33][C:28]=4[F:27])=[C:3]([Cl:26])[CH:4]=3)[N:9]=[CH:8][N:7]=2)[CH2:14][CH2:15]1)=[O:20])([CH3:25])([CH3:24])[CH3:23]. (2) Given the reactants C(OC(=O)[NH:7][CH2:8][C:9]1[CH:10]=[CH:11][C:12]2[CH:16]=[C:15]([C:17]3[CH:22]=[CH:21][N:20]=[C:19]([NH:23][CH2:24][CH2:25][CH2:26][N:27]4[CH2:32][CH2:31][N:30]([CH3:33])[CH2:29][CH2:28]4)[N:18]=3)[S:14][C:13]=2[CH:34]=1)(C)(C)C.[Cl:36]C1N=C(C2SC3C=C(C#N)C=CC=3C=2)C(Cl)=CN=1.NCCCN1CCN(C)CC1, predict the reaction product. The product is: [Cl:36][C:22]1[C:17]([C:15]2[S:14][C:13]3[CH:34]=[C:9]([C:8]#[N:7])[CH:10]=[CH:11][C:12]=3[CH:16]=2)=[N:18][C:19]([NH:23][CH2:24][CH2:25][CH2:26][N:27]2[CH2:32][CH2:31][N:30]([CH3:33])[CH2:29][CH2:28]2)=[N:20][CH:21]=1. (3) The product is: [ClH:1].[S:31]1[C:27]([C@:15]23[CH2:17][NH:18][CH2:19][C@H:14]2[CH2:13][S:12][C:11]([NH:10][C:2](=[O:9])[C:3]2[CH:8]=[CH:7][CH:6]=[CH:5][CH:4]=2)=[N:16]3)=[CH:28][CH:29]=[N:30]1. Given the reactants [ClH:1].[C:2]([NH:10][C:11]1[S:12][CH2:13][C@@H:14]2[CH2:19][N:18](C(OC(C)(C)C)=O)[CH2:17][C@:15]2([C:27]2[S:31][N:30]=[CH:29][CH:28]=2)[N:16]=1)(=[O:9])[C:3]1[CH:8]=[CH:7][CH:6]=[CH:5][CH:4]=1, predict the reaction product.